From a dataset of Reaction yield outcomes from USPTO patents with 853,638 reactions. Predict the reaction yield, written as a fraction of the theoretical maximum amount of product (1.0 means a 100% yield; for example, 0.34 means a 34% yield). The reactants are C(=O)([O-])[O-].[K+].[K+].COCCOC.O.Br[C:15]1[CH:16]=[N:17][C:18]([O:21][CH:22]2[CH2:27][CH2:26][N:25]([C:28]([O:30][C:31]([CH3:34])([CH3:33])[CH3:32])=[O:29])[CH2:24][CH2:23]2)=[N:19][CH:20]=1.[C:35]1(B(O)O)[CH:40]=[CH:39][CH:38]=[CH:37][CH:36]=1. The catalyst is C1C=CC([P]([Pd]([P](C2C=CC=CC=2)(C2C=CC=CC=2)C2C=CC=CC=2)([P](C2C=CC=CC=2)(C2C=CC=CC=2)C2C=CC=CC=2)[P](C2C=CC=CC=2)(C2C=CC=CC=2)C2C=CC=CC=2)(C2C=CC=CC=2)C2C=CC=CC=2)=CC=1.O. The product is [C:35]1([C:15]2[CH:16]=[N:17][C:18]([O:21][CH:22]3[CH2:27][CH2:26][N:25]([C:28]([O:30][C:31]([CH3:34])([CH3:33])[CH3:32])=[O:29])[CH2:24][CH2:23]3)=[N:19][CH:20]=2)[CH:40]=[CH:39][CH:38]=[CH:37][CH:36]=1. The yield is 0.790.